From a dataset of HIV replication inhibition screening data with 41,000+ compounds from the AIDS Antiviral Screen. Binary Classification. Given a drug SMILES string, predict its activity (active/inactive) in a high-throughput screening assay against a specified biological target. (1) The molecule is O=C(O)CCC1c2[nH]c3ccccc3c2CCN1Cc1ccccc1. The result is 0 (inactive). (2) The result is 0 (inactive). The drug is CN1CCN(Cc2cc3c(nn2)-c2ccccc2C3=O)CC1. (3) The result is 0 (inactive). The compound is CCCc1cc(=O)oc2c3c(cc(OC)c12)OC(C)C(C)C3=O. (4) The drug is Cc1cc(O)nc(CNC(=O)Cc2ccccc2)n1. The result is 0 (inactive). (5) The molecule is COc1ccc(-c2nnc3sc4c5ccccc5ccc4n23)cc1. The result is 0 (inactive). (6) The compound is Cc1cc2c(c(C(=O)O)c1C)-c1cccc(F)c1C2=O. The result is 0 (inactive). (7) The drug is Nc1ccc(C(=O)Nn2c(-c3ccccc3)nc3ccccc3c2=O)cc1. The result is 0 (inactive). (8) The drug is COC1OC2C(CO)OC(n3ncc4c3ncn3cnnc43)C2O1. The result is 0 (inactive). (9) The molecule is N#Cc1cccc(C=NC23CC4CC(CC(C4)C2)C3)c1. The result is 0 (inactive).